This data is from Forward reaction prediction with 1.9M reactions from USPTO patents (1976-2016). The task is: Predict the product of the given reaction. (1) Given the reactants [Br:1][C:2]1[CH:10]=[C:9]([CH3:11])[C:5]([C:6]([OH:8])=O)=[C:4]([O:12][CH3:13])[CH:3]=1.C(Cl)(=O)C(Cl)=O.C(N(CC)CC)C.[Cl:27][C:28]1[CH:35]=[CH:34][C:31]([CH2:32][NH2:33])=[CH:30][CH:29]=1, predict the reaction product. The product is: [Br:1][C:2]1[CH:10]=[C:9]([CH3:11])[C:5]([C:6]([NH:33][CH2:32][C:31]2[CH:34]=[CH:35][C:28]([Cl:27])=[CH:29][CH:30]=2)=[O:8])=[C:4]([O:12][CH3:13])[CH:3]=1. (2) Given the reactants ClC1C=C(C=C(C=O)N=1)C(OC)=O.[Cl:14][C:15]1[CH:16]=[C:17]([C:21]2[N:26]=[C:25]([C:27](O)=[O:28])[CH:24]=[C:23]([C:30]([O:32][CH3:33])=[O:31])[CH:22]=2)[CH:18]=[CH:19][CH:20]=1, predict the reaction product. The product is: [Cl:14][C:15]1[CH:16]=[C:17]([C:21]2[CH:22]=[C:23]([CH:24]=[C:25]([CH:27]=[O:28])[N:26]=2)[C:30]([O:32][CH3:33])=[O:31])[CH:18]=[CH:19][CH:20]=1. (3) Given the reactants [OH:1][CH2:2][C@@H:3]1[NH:7][C:6](=[O:8])[CH2:5][CH2:4]1.CO[C:11](OC)([CH3:13])[CH3:12].C12(CS(O)(=O)=O)C(C)(C)C(CC1)CC2=O.C(=O)(O)[O-].[Na+], predict the reaction product. The product is: [CH3:12][C:11]1([CH3:13])[N:7]2[C:6](=[O:8])[CH2:5][CH2:4][C@@H:3]2[CH2:2][O:1]1.